From a dataset of Forward reaction prediction with 1.9M reactions from USPTO patents (1976-2016). Predict the product of the given reaction. (1) Given the reactants [F:1][C:2]([F:27])([F:26])[C:3]1[CH:8]=[CH:7][CH:6]=[CH:5][C:4]=1[C:9]([NH:11][C:12]1[CH:13]=[C:14]([C:21]([O:23]CC)=[O:22])[C:15]2[O:19][CH2:18][CH2:17][C:16]=2[CH:20]=1)=[O:10], predict the reaction product. The product is: [F:26][C:2]([F:1])([F:27])[C:3]1[CH:8]=[CH:7][CH:6]=[CH:5][C:4]=1[C:9]([NH:11][C:12]1[CH:13]=[C:14]([C:21]([OH:23])=[O:22])[C:15]2[O:19][CH2:18][CH2:17][C:16]=2[CH:20]=1)=[O:10]. (2) Given the reactants [CH3:1][N:2]([CH3:16])[C:3]1([C:10]2[CH:15]=[CH:14][CH:13]=[CH:12][CH:11]=2)[CH2:8][CH2:7][C:6](=O)[CH2:5][CH2:4]1.[CH2:17]([NH2:20])[CH2:18][CH3:19].C(O)(=O)C.[OH-].[Na+], predict the reaction product. The product is: [CH3:1][N:2]([CH3:16])[C:3]1([C:10]2[CH:15]=[CH:14][CH:13]=[CH:12][CH:11]=2)[CH2:8][CH2:7][CH:6]([NH:20][CH2:17][CH2:18][CH3:19])[CH2:5][CH2:4]1. (3) Given the reactants [N+:1]([C:4]1[CH:9]=[C:8]([N+:10]([O-:12])=[O:11])[CH:7]=[CH:6][C:5]=1[CH2:13][C:14]([OH:16])=O)([O-:3])=[O:2].C(Cl)(=O)C([Cl:20])=O, predict the reaction product. The product is: [N+:1]([C:4]1[CH:9]=[C:8]([N+:10]([O-:12])=[O:11])[CH:7]=[CH:6][C:5]=1[CH2:13][C:14]([Cl:20])=[O:16])([O-:3])=[O:2]. (4) Given the reactants [NH2:1][C:2]1[CH:7]=[CH:6][C:5]([C@@H:8]2[CH2:10][C@H:9]2[NH:11][C:12](=[O:18])[O:13][C:14]([CH3:17])([CH3:16])[CH3:15])=[CH:4][CH:3]=1.[C:19]1([C:28]2[CH:33]=[CH:32][CH:31]=[CH:30][CH:29]=2)[CH:24]=[CH:23][CH:22]=[C:21]([C:25](Cl)=[O:26])[CH:20]=1.C(N(CC)CC)C.O, predict the reaction product. The product is: [C:19]1([C:28]2[CH:33]=[CH:32][CH:31]=[CH:30][CH:29]=2)[CH:24]=[CH:23][CH:22]=[C:21]([C:25]([NH:1][C:2]2[CH:7]=[CH:6][C:5]([C@@H:8]3[CH2:10][C@H:9]3[NH:11][C:12](=[O:18])[O:13][C:14]([CH3:15])([CH3:17])[CH3:16])=[CH:4][CH:3]=2)=[O:26])[CH:20]=1. (5) Given the reactants Br[C:2]1[CH:3]=[C:4]2[N:10]=[CH:9][N:8]([CH2:11][C:12]3[CH:17]=[CH:16][C:15]([O:18][CH2:19][CH3:20])=[CH:14][CH:13]=3)[C:5]2=[N:6][CH:7]=1.C1C=CC(P(C2C(C3C(P(C4C=CC=CC=4)C4C=CC=CC=4)=CC=C4C=3C=CC=C4)=C3C(C=CC=C3)=CC=2)C2C=CC=CC=2)=CC=1.[CH2:67]([C:69]1[CH:74]=[CH:73][C:72]([CH2:75][NH2:76])=[CH:71][CH:70]=1)[CH3:68].CC(C)([O-])C.[Na+], predict the reaction product. The product is: [CH2:19]([O:18][C:15]1[CH:16]=[CH:17][C:12]([CH2:11][N:8]2[C:5]3=[N:6][CH:7]=[C:2]([NH:76][CH2:75][C:72]4[CH:73]=[CH:74][C:69]([CH2:67][CH3:68])=[CH:70][CH:71]=4)[CH:3]=[C:4]3[N:10]=[CH:9]2)=[CH:13][CH:14]=1)[CH3:20]. (6) Given the reactants [CH3:1][N:2]([CH3:20])[C:3](=[O:19])[CH2:4][N:5]1[C:13]2[C:8](=[CH:9][C:10]([O:17][CH3:18])=[C:11]([N+:14]([O-])=O)[CH:12]=2)[CH2:7][CH2:6]1, predict the reaction product. The product is: [NH2:14][C:11]1[CH:12]=[C:13]2[C:8]([CH2:7][CH2:6][N:5]2[CH2:4][C:3]([N:2]([CH3:1])[CH3:20])=[O:19])=[CH:9][C:10]=1[O:17][CH3:18].